From a dataset of Experimentally validated miRNA-target interactions with 360,000+ pairs, plus equal number of negative samples. Binary Classification. Given a miRNA mature sequence and a target amino acid sequence, predict their likelihood of interaction. The miRNA is hsa-miR-4659b-5p with sequence UUGCCAUGUCUAAGAAGAA. The protein sequence of the target gene is MSKKKGLSAEEKRTRMMEIFSETKDVFQLKDLEKIAPKEKGITAMSVKEVLQSLVDDGMVDCERIGTSNYYWAFPSKALHARKHKLEVLESQLSEGSQKHASLQKSIEKAKIGRCETEERTRLAKELSSLRDQREQLKAEVEKYKDCDPQVVEEIRQANKVAKEAANRWTDNIFAIKSWAKRKFGFEENKIDRTFGIPEDFDYID. Result: 0 (no interaction).